This data is from Reaction yield outcomes from USPTO patents with 853,638 reactions. The task is: Predict the reaction yield, written as a fraction of the theoretical maximum amount of product (1.0 means a 100% yield; for example, 0.34 means a 34% yield). (1) The reactants are [CH3:1][O:2][C:3]([C:5]1([C:8]([OH:10])=O)[CH2:7][CH2:6]1)=[O:4].[F:11][C:12]1[CH:18]=[CH:17][C:15]([NH2:16])=[CH:14][CH:13]=1.C(N(C(C)C)CC)(C)C.F[B-](F)(F)F.N1(OC(N(C)C)=[N+](C)C)C2C=CC=CC=2N=N1. The catalyst is CN(C=O)C.C(OCC)(=O)C. The product is [F:11][C:12]1[CH:18]=[CH:17][C:15]([NH:16][C:8]([C:5]2([C:3]([O:2][CH3:1])=[O:4])[CH2:7][CH2:6]2)=[O:10])=[CH:14][CH:13]=1. The yield is 0.990. (2) The reactants are [CH3:1][O:2][C:3]1[CH:4]=[C:5]2[C:10](=[CH:11][C:12]=1[O:13][CH3:14])[N:9]=[CH:8][N:7]=[C:6]2[O:15][C:16]1[CH:17]=[C:18]([CH:20]=[CH:21][CH:22]=1)[NH2:19].[CH3:23][C:24]1[O:28][N:27]=[C:26]([NH:29][C:30](=O)[O:31]C2C=CC=CC=2)[CH:25]=1. No catalyst specified. The product is [CH3:1][O:2][C:3]1[CH:4]=[C:5]2[C:10](=[CH:11][C:12]=1[O:13][CH3:14])[N:9]=[CH:8][N:7]=[C:6]2[O:15][C:16]1[CH:17]=[C:18]([NH:19][C:30]([NH:29][C:26]2[CH:25]=[C:24]([CH3:23])[O:28][N:27]=2)=[O:31])[CH:20]=[CH:21][CH:22]=1. The yield is 0.250.